Predict the reactants needed to synthesize the given product. From a dataset of Full USPTO retrosynthesis dataset with 1.9M reactions from patents (1976-2016). (1) Given the product [CH3:1][C:2]1[CH:11]=[CH:10][CH:9]=[C:8]2[C:3]=1[C:4](=[O:41])[N:5]([C:32]1[CH:33]=[C:34]([CH:38]=[CH:39][CH:40]=1)[C:35]([NH2:37])=[O:36])[C:6]([CH:12]([NH:14][C:15]1[N:23]=[CH:22][N:21]=[C:20]3[C:16]=1[N:17]=[CH:18][NH:19]3)[CH3:13])=[N:7]2, predict the reactants needed to synthesize it. The reactants are: [CH3:1][C:2]1[CH:11]=[CH:10][CH:9]=[C:8]2[C:3]=1[C:4](=[O:41])[N:5]([C:32]1[CH:33]=[C:34]([CH:38]=[CH:39][CH:40]=1)[C:35]([NH2:37])=[O:36])[C:6]([CH:12]([NH:14][C:15]1[N:23]=[CH:22][N:21]=[C:20]3[C:16]=1[N:17]=[CH:18][N:19]3COCC[Si](C)(C)C)[CH3:13])=[N:7]2.OC1C=C(N2C(=O)C3C(=CC=CC=3C)N=C2C(NC2N=CN=C3C=2N=CN3)C)C=CC=1. (2) Given the product [NH:32]([C:15]([C:14]1[CH:18]=[CH:19][C:11]([CH2:10][CH2:9][NH:8][C:6](=[O:7])[O:5][C:1]([CH3:4])([CH3:3])[CH3:2])=[CH:12][CH:13]=1)=[O:16])[NH2:33], predict the reactants needed to synthesize it. The reactants are: [C:1]([O:5][C:6]([NH:8][CH2:9][CH2:10][C:11]1[CH:19]=[CH:18][C:14]([C:15](O)=[O:16])=[CH:13][CH:12]=1)=[O:7])([CH3:4])([CH3:3])[CH3:2].C(N1C=CN=C1)(N1C=CN=C1)=O.[NH2:32][NH2:33]. (3) Given the product [CH3:35][O:34][C:22]1[CH:23]=[C:24]([C:27]2[CH:32]=[CH:31][CH:30]=[CH:29][C:28]=2[CH3:33])[CH:25]=[CH:26][C:21]=1[C:19]([N:10]1[C:11]2[CH:18]=[CH:17][CH:16]=[CH:15][C:12]=2[CH2:13][N:14]2[C:5]([C:3]([OH:4])=[O:43])=[CH:6][CH:7]=[C:8]2[CH2:9]1)=[O:20], predict the reactants needed to synthesize it. The reactants are: ClC(Cl)(Cl)[C:3]([C:5]1[N:14]2[C:8]([CH2:9][N:10]([C:19]([C:21]3[CH:26]=[CH:25][C:24]([C:27]4[CH:32]=[CH:31][CH:30]=[CH:29][C:28]=4[CH3:33])=[CH:23][C:22]=3[O:34][CH3:35])=[O:20])[C:11]3[CH:18]=[CH:17][CH:16]=[CH:15][C:12]=3[CH2:13]2)=[CH:7][CH:6]=1)=[O:4].[OH-].[Na+].Cl.C([O:43]CC)C.CCCCCC. (4) Given the product [Br:18][C:14]1[C:9]2[O:8][CH2:7][C:6]([CH3:17])([CH3:5])[C:10]=2[CH:11]=[C:12]([CH:15]=[O:16])[CH:13]=1, predict the reactants needed to synthesize it. The reactants are: [Al+3].[Cl-].[Cl-].[Cl-].[CH3:5][C:6]1([CH3:17])[C:10]2[CH:11]=[C:12]([CH:15]=[O:16])[CH:13]=[CH:14][C:9]=2[O:8][CH2:7]1.[Br:18]Br.Cl. (5) Given the product [F:35][C:36]([F:38])([F:37])[C:20]1[N:19]([C:29]2[N:28]=[C:26]([NH2:27])[NH:25][C:23](=[O:24])[C:22]=2[N:21]=1)[C@@H:6]1[O:7][C@H:8]([CH2:14][O:15][C:16](=[O:18])[CH3:17])[C@@H:9]([O:10][C:11](=[O:13])[CH3:12])[C@H:5]1[O:4][C:1](=[O:3])[CH3:2], predict the reactants needed to synthesize it. The reactants are: [C:1]([O:4][C@@H:5]1[C@H:9]([O:10][C:11](=[O:13])[CH3:12])[C@@H:8]([CH2:14][O:15][C:16](=[O:18])[CH3:17])[O:7][C@H:6]1[N:19]1[C:29]2[N:28]=[C:26]([NH2:27])[NH:25][C:23](=[O:24])[C:22]=2[N:21]=[CH:20]1)(=[O:3])[CH3:2].S(=O)(=O)(O)O.[F:35][C:36](I)([F:38])[F:37].OO. (6) Given the product [C:40](/[CH:39]=[CH:38]/[C@:21]12[CH2:33][C:32](=[O:34])[C:31]([CH:35]([CH3:37])[CH3:36])=[C:22]1[C@@H:23]1[C@@:18]([CH3:43])([CH2:19][CH2:20]2)[C@@:17]2([CH3:44])[C@@H:26]([C@:27]3([CH3:30])[C@@H:14]([CH2:15][CH2:16]2)[C:13]([CH3:46])([CH3:45])[C@@H:12]([O:11][C:9](=[O:10])[CH2:8][C:7]([CH3:47])([CH3:48])[C:6]([OH:49])=[O:5])[CH2:29][CH2:28]3)[CH2:25][CH2:24]1)([OH:42])=[O:41], predict the reactants needed to synthesize it. The reactants are: C([O:5][C:6](=[O:49])[C:7]([CH3:48])([CH3:47])[CH2:8][C:9]([O:11][C@H:12]1[CH2:29][CH2:28][C@@:27]2([CH3:30])[C@@H:14]([CH2:15][CH2:16][C@:17]3([CH3:44])[C@@H:26]2[CH2:25][CH2:24][C@H:23]2[C@@:18]3([CH3:43])[CH2:19][CH2:20][C@@:21]3(/[CH:38]=[CH:39]/[C:40]([OH:42])=[O:41])[CH2:33][C:32](=[O:34])[C:31]([CH:35]([CH3:37])[CH3:36])=[C:22]32)[C:13]1([CH3:46])[CH3:45])=[O:10])(C)(C)C.FC(F)(F)C(O)=O.